Dataset: Reaction yield outcomes from USPTO patents with 853,638 reactions. Task: Predict the reaction yield, written as a fraction of the theoretical maximum amount of product (1.0 means a 100% yield; for example, 0.34 means a 34% yield). (1) The reactants are C([O:4][CH2:5][C:6]([C:8]1[CH:9]=[CH:10][C:11]([O:24][CH2:25][C:26]2[CH:31]=[CH:30][CH:29]=[CH:28][CH:27]=2)=[C:12]([CH:23]=1)[C:13]([O:15][CH2:16][C:17]1[CH:22]=[CH:21][CH:20]=[CH:19][CH:18]=1)=[O:14])=[O:7])(=O)C.Cl. The catalyst is CO.O. The product is [CH2:25]([O:24][C:11]1[CH:10]=[CH:9][C:8]([C:6](=[O:7])[CH2:5][OH:4])=[CH:23][C:12]=1[C:13]([O:15][CH2:16][C:17]1[CH:22]=[CH:21][CH:20]=[CH:19][CH:18]=1)=[O:14])[C:26]1[CH:27]=[CH:28][CH:29]=[CH:30][CH:31]=1. The yield is 0.830. (2) The reactants are Cl.[NH2:2][CH2:3][CH:4]([NH:13][C:14](=[O:30])[CH2:15][NH:16][S:17]([C:20]1[CH:29]=[CH:28][C:27]2[C:22](=[CH:23][CH:24]=[CH:25][CH:26]=2)[CH:21]=1)(=[O:19])=[O:18])[C:5]([N:7]1[CH2:12][CH2:11][CH2:10][CH2:9][CH2:8]1)=[O:6].C(N(CC)CC)C.[N:38]1[CH:43]=[CH:42][C:41]([N:44]2[CH2:49][CH2:48][CH:47]([C:50](Cl)=[O:51])[CH2:46][CH2:45]2)=[CH:40][CH:39]=1. The catalyst is C(Cl)Cl. The product is [CH:21]1[C:22]2[C:27](=[CH:26][CH:25]=[CH:24][CH:23]=2)[CH:28]=[CH:29][C:20]=1[S:17]([NH:16][CH2:15][C:14]([NH:13][CH:4]([C:5]([N:7]1[CH2:8][CH2:9][CH2:10][CH2:11][CH2:12]1)=[O:6])[CH2:3][NH:2][C:50]([CH:47]1[CH2:46][CH2:45][N:44]([C:41]2[CH:40]=[CH:39][N:38]=[CH:43][CH:42]=2)[CH2:49][CH2:48]1)=[O:51])=[O:30])(=[O:19])=[O:18]. The yield is 0.550. (3) The reactants are [Si]([O:8][CH2:9][C@@H:10]1[N:14]([CH2:15][C@@H:16]2[CH2:18][O:17]2)[C:13](=[O:19])[CH2:12][CH2:11]1)(C(C)(C)C)(C)C.CCCC[N+](CCCC)(CCCC)CCCC.[F-]. The catalyst is C1COCC1. The product is [OH:8][CH2:9][C@@H:10]1[N:14]([CH2:15][C@@H:16]2[CH2:18][O:17]2)[C:13](=[O:19])[CH2:12][CH2:11]1. The yield is 0.618. (4) The reactants are C[Si](Cl)(C)C.Br[CH2:7][C:8]([O:10][CH2:11][C:12]1[CH:17]=[CH:16][CH:15]=[CH:14][CH:13]=1)=[O:9].C1O[C:21]2([CH2:26][CH2:25][C:24](=[O:27])[CH2:23][CH2:22]2)[O:20]C1. The catalyst is C(OCC)C.[Zn]. The product is [CH2:11]([O:10][C:8](=[O:9])[CH2:7][C:24]1([OH:27])[CH2:25][CH2:26][C:21](=[O:20])[CH2:22][CH2:23]1)[C:12]1[CH:17]=[CH:16][CH:15]=[CH:14][CH:13]=1. The yield is 0.540. (5) The reactants are Br[CH2:2][CH2:3][CH2:4][O:5][C:6]1[C:11]([Cl:12])=[CH:10][C:9]([CH2:13][OH:14])=[C:8]([O:15][CH3:16])[CH:7]=1.[OH:17][C:18]([C:35]1[S:36][CH:37]=[CH:38][CH:39]=1)([C:30]1[S:31][CH:32]=[CH:33][CH:34]=1)[C:19]([O:21][C@H:22]1[CH2:27][CH2:26][C@H:25]([NH:28][CH3:29])[CH2:24][CH2:23]1)=[O:20].C(N(CC)CC)C.C1COCC1. The catalyst is C(#N)C. The product is [OH:17][C:18]([C:30]1[S:31][CH:32]=[CH:33][CH:34]=1)([C:35]1[S:36][CH:37]=[CH:38][CH:39]=1)[C:19]([O:21][C@H:22]1[CH2:23][CH2:24][C@H:25]([N:28]([CH2:2][CH2:3][CH2:4][O:5][C:6]2[CH:7]=[C:8]([O:15][CH3:16])[C:9]([CH2:13][OH:14])=[CH:10][C:11]=2[Cl:12])[CH3:29])[CH2:26][CH2:27]1)=[O:20]. The yield is 0.800. (6) The reactants are Cl[C:2]1[CH:7]=[CH:6][C:5]([OH:8])=[C:4]([C:9]2[CH:14]=[CH:13][N:12]=[N:11][CH:10]=2)[CH:3]=1.[F:15][C:16]([F:27])([F:26])[C:17]1[CH:22]=[CH:21][C:20](B(O)O)=[CH:19][CH:18]=1.C(=O)([O-])[O-].[K+].[K+]. The catalyst is O1CCOCC1.O.Cl.[Cl-].[Na+].O.[Pd].C(P(C(C)(C)C)C(C)(C)C)(C)(C)C.C(P(C(C)(C)C)C(C)(C)C)(C)(C)C. The product is [N:12]1[CH:13]=[CH:14][C:9]([C:4]2[CH:3]=[C:2]([C:20]3[CH:21]=[CH:22][C:17]([C:16]([F:27])([F:26])[F:15])=[CH:18][CH:19]=3)[CH:7]=[CH:6][C:5]=2[OH:8])=[CH:10][N:11]=1. The yield is 0.410.